Dataset: NCI-60 drug combinations with 297,098 pairs across 59 cell lines. Task: Regression. Given two drug SMILES strings and cell line genomic features, predict the synergy score measuring deviation from expected non-interaction effect. (1) Drug 1: CC1=C(N=C(N=C1N)C(CC(=O)N)NCC(C(=O)N)N)C(=O)NC(C(C2=CN=CN2)OC3C(C(C(C(O3)CO)O)O)OC4C(C(C(C(O4)CO)O)OC(=O)N)O)C(=O)NC(C)C(C(C)C(=O)NC(C(C)O)C(=O)NCCC5=NC(=CS5)C6=NC(=CS6)C(=O)NCCC[S+](C)C)O. Drug 2: CC1C(C(CC(O1)OC2CC(CC3=C2C(=C4C(=C3O)C(=O)C5=C(C4=O)C(=CC=C5)OC)O)(C(=O)CO)O)N)O.Cl. Cell line: OVCAR-4. Synergy scores: CSS=30.7, Synergy_ZIP=-5.79, Synergy_Bliss=-8.84, Synergy_Loewe=-6.24, Synergy_HSA=-4.96. (2) Drug 1: CCC(=C(C1=CC=CC=C1)C2=CC=C(C=C2)OCCN(C)C)C3=CC=CC=C3.C(C(=O)O)C(CC(=O)O)(C(=O)O)O. Drug 2: C1CC(C1)(C(=O)O)C(=O)O.[NH2-].[NH2-].[Pt+2]. Cell line: BT-549. Synergy scores: CSS=9.92, Synergy_ZIP=-3.78, Synergy_Bliss=-2.64, Synergy_Loewe=-2.14, Synergy_HSA=-1.65. (3) Drug 1: CCC1=C2CN3C(=CC4=C(C3=O)COC(=O)C4(CC)O)C2=NC5=C1C=C(C=C5)O. Drug 2: C#CCC(CC1=CN=C2C(=N1)C(=NC(=N2)N)N)C3=CC=C(C=C3)C(=O)NC(CCC(=O)O)C(=O)O. Cell line: SF-268. Synergy scores: CSS=42.2, Synergy_ZIP=-8.47, Synergy_Bliss=-9.13, Synergy_Loewe=0.571, Synergy_HSA=1.36. (4) Drug 2: C(CCl)NC(=O)N(CCCl)N=O. Drug 1: C1=CC(=CC=C1CCCC(=O)O)N(CCCl)CCCl. Synergy scores: CSS=17.6, Synergy_ZIP=-10.8, Synergy_Bliss=-3.90, Synergy_Loewe=-6.10, Synergy_HSA=-3.41. Cell line: NCI-H522. (5) Drug 1: C1C(C(OC1N2C=NC3=C(N=C(N=C32)Cl)N)CO)O. Drug 2: C(CC(=O)O)C(=O)CN.Cl. Cell line: PC-3. Synergy scores: CSS=15.8, Synergy_ZIP=-7.61, Synergy_Bliss=-3.92, Synergy_Loewe=-17.1, Synergy_HSA=-0.696. (6) Drug 1: COC1=CC(=CC(=C1O)OC)C2C3C(COC3=O)C(C4=CC5=C(C=C24)OCO5)OC6C(C(C7C(O6)COC(O7)C8=CC=CS8)O)O. Drug 2: C1C(C(OC1N2C=NC3=C(N=C(N=C32)Cl)N)CO)O. Cell line: A549. Synergy scores: CSS=28.2, Synergy_ZIP=-3.24, Synergy_Bliss=-5.06, Synergy_Loewe=-14.0, Synergy_HSA=-6.63. (7) Drug 1: CN(CC1=CN=C2C(=N1)C(=NC(=N2)N)N)C3=CC=C(C=C3)C(=O)NC(CCC(=O)O)C(=O)O. Drug 2: COCCOC1=C(C=C2C(=C1)C(=NC=N2)NC3=CC=CC(=C3)C#C)OCCOC.Cl. Cell line: NCI-H522. Synergy scores: CSS=46.5, Synergy_ZIP=-1.32, Synergy_Bliss=2.81, Synergy_Loewe=-1.61, Synergy_HSA=-1.00.